From a dataset of Forward reaction prediction with 1.9M reactions from USPTO patents (1976-2016). Predict the product of the given reaction. Given the reactants [C:1]([O:5][C:6]([C:8]1([O:11][C:12]2[CH:17]=[CH:16][C:15]([N+:18]([O-])=O)=[C:14]([F:21])[CH:13]=2)[CH2:10][CH2:9]1)=[O:7])([CH3:4])([CH3:3])[CH3:2], predict the reaction product. The product is: [C:1]([O:5][C:6]([C:8]1([O:11][C:12]2[CH:17]=[CH:16][C:15]([NH2:18])=[C:14]([F:21])[CH:13]=2)[CH2:9][CH2:10]1)=[O:7])([CH3:4])([CH3:2])[CH3:3].